This data is from Reaction yield outcomes from USPTO patents with 853,638 reactions. The task is: Predict the reaction yield, written as a fraction of the theoretical maximum amount of product (1.0 means a 100% yield; for example, 0.34 means a 34% yield). (1) The reactants are C[Si]([C:5]#[N:6])(C)C.[NH2:7][C:8]1[CH:13]=[CH:12][C:11]([CH3:14])=[CH:10][CH:9]=1.[C:15]1(=O)[CH2:18][CH2:17][CH2:16]1. The catalyst is ClCCl. The product is [CH3:14][C:11]1[CH:12]=[CH:13][C:8]([NH:7][C:15]2([C:5]#[N:6])[CH2:18][CH2:17][CH2:16]2)=[CH:9][CH:10]=1. The yield is 0.980. (2) The product is [CH3:30][C:29]1[CH:28]=[C:27]([CH3:31])[NH:26][C:25](=[O:32])[C:24]=1[CH2:23][NH:22][C:13]([C:12]1[C:7]2[CH:6]=[N:5][N:4]([CH:2]([CH3:3])[CH3:1])[C:8]=2[N:9]=[C:10]([C:16]2[CH:17]=[CH:18][CH:19]=[CH:20][CH:21]=2)[CH:11]=1)=[O:15]. The reactants are [CH3:1][CH:2]([N:4]1[C:8]2[N:9]=[C:10]([C:16]3[CH:21]=[CH:20][CH:19]=[CH:18][CH:17]=3)[CH:11]=[C:12]([C:13]([OH:15])=O)[C:7]=2[CH:6]=[N:5]1)[CH3:3].[NH2:22][CH2:23][C:24]1[C:25](=[O:32])[NH:26][C:27]([CH3:31])=[CH:28][C:29]=1[CH3:30].Cl.ON1C2N=CC=CC=2N=N1.CN1CCOCC1.C(Cl)CCl. The catalyst is CS(C)=O.O. The yield is 0.700.